From a dataset of NCI-60 drug combinations with 297,098 pairs across 59 cell lines. Regression. Given two drug SMILES strings and cell line genomic features, predict the synergy score measuring deviation from expected non-interaction effect. (1) Drug 1: C1=CC(=CC=C1CC(C(=O)O)N)N(CCCl)CCCl.Cl. Drug 2: CN(CCCl)CCCl.Cl. Cell line: SK-MEL-2. Synergy scores: CSS=0.587, Synergy_ZIP=1.57, Synergy_Bliss=3.42, Synergy_Loewe=-3.33, Synergy_HSA=-2.60. (2) Drug 1: CC1=C2C(C(=O)C3(C(CC4C(C3C(C(C2(C)C)(CC1OC(=O)C(C(C5=CC=CC=C5)NC(=O)OC(C)(C)C)O)O)OC(=O)C6=CC=CC=C6)(CO4)OC(=O)C)OC)C)OC. Drug 2: C1CCC(C(C1)N)N.C(=O)(C(=O)[O-])[O-].[Pt+4]. Cell line: SNB-19. Synergy scores: CSS=42.6, Synergy_ZIP=-2.45, Synergy_Bliss=-1.94, Synergy_Loewe=-0.542, Synergy_HSA=1.32. (3) Drug 1: C1=CN(C(=O)N=C1N)C2C(C(C(O2)CO)O)O.Cl. Drug 2: CCC1(C2=C(COC1=O)C(=O)N3CC4=CC5=C(C=CC(=C5CN(C)C)O)N=C4C3=C2)O.Cl. Cell line: HT29. Synergy scores: CSS=39.2, Synergy_ZIP=-0.809, Synergy_Bliss=-1.26, Synergy_Loewe=-7.03, Synergy_HSA=0.832. (4) Drug 1: CCC(=C(C1=CC=CC=C1)C2=CC=C(C=C2)OCCN(C)C)C3=CC=CC=C3.C(C(=O)O)C(CC(=O)O)(C(=O)O)O. Drug 2: C(=O)(N)NO. Cell line: CAKI-1. Synergy scores: CSS=-3.44, Synergy_ZIP=3.02, Synergy_Bliss=2.50, Synergy_Loewe=-7.33, Synergy_HSA=-6.61. (5) Drug 1: CC1OCC2C(O1)C(C(C(O2)OC3C4COC(=O)C4C(C5=CC6=C(C=C35)OCO6)C7=CC(=C(C(=C7)OC)O)OC)O)O. Drug 2: CC1=C(C=C(C=C1)C(=O)NC2=CC(=CC(=C2)C(F)(F)F)N3C=C(N=C3)C)NC4=NC=CC(=N4)C5=CN=CC=C5. Cell line: SN12C. Synergy scores: CSS=25.2, Synergy_ZIP=-9.25, Synergy_Bliss=-5.01, Synergy_Loewe=-8.22, Synergy_HSA=-5.31. (6) Drug 1: C1CN1P(=S)(N2CC2)N3CC3. Drug 2: CC1=C(C=C(C=C1)NC(=O)C2=CC=C(C=C2)CN3CCN(CC3)C)NC4=NC=CC(=N4)C5=CN=CC=C5. Cell line: DU-145. Synergy scores: CSS=6.58, Synergy_ZIP=0.507, Synergy_Bliss=3.76, Synergy_Loewe=-11.5, Synergy_HSA=-3.65.